Dataset: Reaction yield outcomes from USPTO patents with 853,638 reactions. Task: Predict the reaction yield, written as a fraction of the theoretical maximum amount of product (1.0 means a 100% yield; for example, 0.34 means a 34% yield). (1) The reactants are ClC1C=C([N:13]([CH:23]2[CH2:25][CH2:24]2)[CH2:14][C:15]2[CH:20]=[CH:19][C:18]([O:21][CH3:22])=[CH:17][CH:16]=2)C2N(C(C#N)=CN=2)N=1.NC1C=CC(C)=C(NC(=O)C)C=1.CC1(C)C2C(=C(P(C3C=CC=CC=3)C3C=CC=CC=3)C=CC=2)OC2C(P(C3C=CC=CC=3)C3C=CC=CC=3)=CC=CC1=2.C([SiH](CC)CC)C.C(O)(C(F)(F)F)=O. The catalyst is C(Cl)Cl.[Cu]I.C1C=CC(/C=C/C(/C=C/C2C=CC=CC=2)=O)=CC=1.C1C=CC(/C=C/C(/C=C/C2C=CC=CC=2)=O)=CC=1.C1C=CC(/C=C/C(/C=C/C2C=CC=CC=2)=O)=CC=1.[Pd].[Pd].CC(N(C)C)=O. The product is [CH3:22][O:21][C:18]1[CH:19]=[CH:20][C:15]([CH2:14][NH:13][CH:23]2[CH2:25][CH2:24]2)=[CH:16][CH:17]=1. The yield is 1.00. (2) The reactants are [NH2:1][C@@H:2]1[C:11]2[C:6](=[CH:7][CH:8]=[CH:9][CH:10]=2)[C@H:5]([OH:12])[CH2:4][CH2:3]1.[H-].[Na+].F[C:16]1[CH:17]=[CH:18][C:19]2[N:20]([C:22]([N:25]([CH3:34])[CH2:26][CH2:27][N:28]3[CH2:33][CH2:32][O:31][CH2:30][CH2:29]3)=[N:23][N:24]=2)[CH:21]=1.N. The yield is 0.510. The catalyst is CN(C=O)C.CO.C(Cl)Cl. The product is [NH2:1][C@@H:2]1[C:11]2[C:6](=[CH:7][CH:8]=[CH:9][CH:10]=2)[C@H:5]([O:12][C:16]2[CH:17]=[CH:18][C:19]3[N:20]([C:22]([N:25]([CH3:34])[CH2:26][CH2:27][N:28]4[CH2:33][CH2:32][O:31][CH2:30][CH2:29]4)=[N:23][N:24]=3)[CH:21]=2)[CH2:4][CH2:3]1. (3) The reactants are [Cl:1][C:2]1[CH:3]=[C:4]2[C:9](=[CH:10][C:11]=1[O:12][C:13]1[CH:18]=[CH:17][C:16]([C:19](=[O:31])[NH:20][CH:21]3[CH2:24][CH:23]([C:25]4[CH:30]=[CH:29][CH:28]=[CH:27][CH:26]=4)[CH2:22]3)=[CH:15][CH:14]=1)[O:8][CH2:7][CH2:6][CH:5]2[C:32]([O:34]CC)=[O:33].[OH-].[Na+]. The catalyst is C1COCC1.C(O)C. The product is [Cl:1][C:2]1[CH:3]=[C:4]2[C:9](=[CH:10][C:11]=1[O:12][C:13]1[CH:14]=[CH:15][C:16]([C:19](=[O:31])[NH:20][CH:21]3[CH2:22][CH:23]([C:25]4[CH:30]=[CH:29][CH:28]=[CH:27][CH:26]=4)[CH2:24]3)=[CH:17][CH:18]=1)[O:8][CH2:7][CH2:6][CH:5]2[C:32]([OH:34])=[O:33]. The yield is 0.820. (4) The reactants are [F:1][C:2]1[C:7]([C:8]2[CH:9]=[C:10]([CH:13]=[O:14])[S:11][CH:12]=2)=[CH:6][CH:5]=[CH:4][N:3]=1.[Br:15]Br. The catalyst is C(O)(=O)C.CN(C)C=O. The product is [Br:15][C:12]1[S:11][C:10]([CH:13]=[O:14])=[CH:9][C:8]=1[C:7]1[C:2]([F:1])=[N:3][CH:4]=[CH:5][CH:6]=1. The yield is 0.390.